From a dataset of Peptide-MHC class I binding affinity with 185,985 pairs from IEDB/IMGT. Regression. Given a peptide amino acid sequence and an MHC pseudo amino acid sequence, predict their binding affinity value. This is MHC class I binding data. (1) The peptide sequence is YLFGGFSTL. The MHC is HLA-B08:01 with pseudo-sequence HLA-B08:01. The binding affinity (normalized) is 0. (2) The peptide sequence is TPVSMTYLY. The MHC is HLA-B07:02 with pseudo-sequence HLA-B07:02. The binding affinity (normalized) is 0.525. (3) The peptide sequence is ELYKYKVV. The MHC is H-2-Kb with pseudo-sequence H-2-Kb. The binding affinity (normalized) is 0.166. (4) The peptide sequence is ASIENEEKI. The MHC is H-2-Db with pseudo-sequence H-2-Db. The binding affinity (normalized) is 0.723. (5) The peptide sequence is SAFNKKTFD. The MHC is H-2-Kb with pseudo-sequence H-2-Kb. The binding affinity (normalized) is 0.